Dataset: Reaction yield outcomes from USPTO patents with 853,638 reactions. Task: Predict the reaction yield, written as a fraction of the theoretical maximum amount of product (1.0 means a 100% yield; for example, 0.34 means a 34% yield). (1) The reactants are [H-].C([Al+]CC(C)C)C(C)C.[N:11]1([C:24]([O:26][C:27]([CH3:30])([CH3:29])[CH3:28])=[O:25])[C:19]2[C:14](=[CH:15][CH:16]=[C:17]([C:20](OC)=[O:21])[CH:18]=2)[CH:13]=[CH:12]1. The catalyst is C1(C)C=CC=CC=1. The product is [OH:21][CH2:20][C:17]1[CH:18]=[C:19]2[C:14]([CH:13]=[CH:12][N:11]2[C:24]([O:26][C:27]([CH3:30])([CH3:29])[CH3:28])=[O:25])=[CH:15][CH:16]=1. The yield is 0.550. (2) The reactants are P(Cl)(Cl)(Cl)=O.[Cl:6][C:7]1[CH:15]=[C:14]2[C:10]([CH:11]=[CH:12][NH:13]2)=[CH:9][C:8]=1[C:16]([F:19])([F:18])[F:17].O.[OH-].[Na+].CN(C)[CH:25]=[O:26]. No catalyst specified. The product is [Cl:6][C:7]1[CH:15]=[C:14]2[C:10]([C:11]([CH:25]=[O:26])=[CH:12][NH:13]2)=[CH:9][C:8]=1[C:16]([F:19])([F:17])[F:18]. The yield is 0.890. (3) The reactants are [CH3:1][O:2][C:3]1[CH:13]=[CH:12][C:6]([C:7]([O:9]CC)=[O:8])=[CH:5][C:4]=1/[CH:14]=[CH:15]/[C:16]1[CH:21]=[CH:20][C:19]([O:22][C:23]([F:26])([F:25])[F:24])=[CH:18][CH:17]=1.[OH-].[K+].Cl. The catalyst is CO. The product is [CH3:1][O:2][C:3]1[CH:13]=[CH:12][C:6]([C:7]([OH:9])=[O:8])=[CH:5][C:4]=1/[CH:14]=[CH:15]/[C:16]1[CH:21]=[CH:20][C:19]([O:22][C:23]([F:24])([F:25])[F:26])=[CH:18][CH:17]=1. The yield is 0.990. (4) The reactants are [Br:1][C:2]1[CH:10]=[CH:9][C:5]([C:6](O)=[O:7])=[CH:4][C:3]=1[O:11][CH2:12][CH2:13][CH2:14][CH3:15]. The catalyst is C1COCC1. The product is [Br:1][C:2]1[CH:10]=[CH:9][C:5]([CH2:6][OH:7])=[CH:4][C:3]=1[O:11][CH2:12][CH2:13][CH2:14][CH3:15]. The yield is 1.02. (5) The reactants are [C:1]1([N:7]2[CH:11]=[C:10]([C:12]([O:14]CC)=[O:13])[C:9]([C:17]([F:20])([F:19])[F:18])=[N:8]2)[CH:6]=[CH:5][CH:4]=[CH:3][CH:2]=1.[OH-].[Na+]. The catalyst is CCO.C1COCC1. The product is [C:1]1([N:7]2[CH:11]=[C:10]([C:12]([OH:14])=[O:13])[C:9]([C:17]([F:19])([F:20])[F:18])=[N:8]2)[CH:2]=[CH:3][CH:4]=[CH:5][CH:6]=1. The yield is 0.780. (6) The reactants are C[O:2][C:3](=[O:37])[C:4]1[CH:9]=[C:8]([C:10]2[O:11][CH:12]=[C:13]([C:15]([N:17]3[CH2:22][CH2:21][CH2:20][C:19]([F:24])([F:23])[CH2:18]3)=[O:16])[N:14]=2)[CH:7]=[CH:6][C:5]=1[CH2:25][NH:26][C:27](=[O:36])[C:28]([F:35])([F:34])[C:29]1[S:30][CH:31]=[CH:32][CH:33]=1.[OH-].[Li+].O. The catalyst is C1COCC1. The product is [F:24][C:19]1([F:23])[CH2:20][CH2:21][CH2:22][N:17]([C:15]([C:13]2[N:14]=[C:10]([C:8]3[CH:7]=[CH:6][C:5]([CH2:25][NH:26][C:27](=[O:36])[C:28]([F:34])([F:35])[C:29]4[S:30][CH:31]=[CH:32][CH:33]=4)=[C:4]([CH:9]=3)[C:3]([OH:37])=[O:2])[O:11][CH:12]=2)=[O:16])[CH2:18]1. The yield is 0.680. (7) The product is [Br:1][C:2]1[CH:18]=[CH:17][C:5]2[C:6]3[N:10]([CH2:11][CH2:12][O:13][C:4]=2[CH:3]=1)[CH:9]=[C:8]([C:14]([NH2:21])=[O:15])[N:7]=3. The reactants are [Br:1][C:2]1[CH:18]=[CH:17][C:5]2[C:6]3[N:10]([CH2:11][CH2:12][O:13][C:4]=2[CH:3]=1)[CH:9]=[C:8]([C:14](O)=[O:15])[N:7]=3.CC[N:21]=C=NCCCN(C)C.C1C=CC2N(O)N=NC=2C=1.[Cl-].[NH4+].C(N(CC)CC)C. The yield is 0.930. The catalyst is CN(C=O)C. (8) The reactants are [OH:1][CH:2]1[O:10][C@H:9]([CH2:11][OH:12])[C@@H:7](O)[C@H:5]([OH:6])[C@@H:3]1O.[C:13]([O:16][C:17](=[O:19])[CH3:18])(=[O:15])[CH3:14]. The catalyst is N1C=CC=CC=1. The product is [C:13]([O:16][CH:17]1[O:19][C@H:7]([CH2:5][O:6][C:11](=[O:12])[CH3:9])[C@@H:9]([O:10][C:2](=[O:1])[CH3:3])[C@H:11]([O:12][C:5](=[O:6])[CH3:7])[C@@H:18]1[O:10][C:2](=[O:1])[CH3:3])(=[O:15])[CH3:14]. The yield is 0.967. (9) The reactants are [Cl:1][C:2]1[N:11]=[C:10]([S:12][CH:13]2[CH2:18][CH2:17][N:16](C(OC(C)(C)C)=O)[CH2:15][CH2:14]2)[C:9]2[C:4](=[CH:5][C:6]([O:28][CH3:29])=[C:7]([O:26][CH3:27])[CH:8]=2)[N:3]=1.O1CCOCC1. The catalyst is Cl. The product is [ClH:1].[ClH:1].[ClH:1].[Cl:1][C:2]1[N:11]=[C:10]([S:12][CH:13]2[CH2:14][CH2:15][NH:16][CH2:17][CH2:18]2)[C:9]2[C:4](=[CH:5][C:6]([O:28][CH3:29])=[C:7]([O:26][CH3:27])[CH:8]=2)[N:3]=1. The yield is 0.980. (10) The reactants are O=[C:2]1[CH2:7][CH2:6][N:5]([C:8]2[CH:13]=[CH:12][C:11]([N:14]3[CH2:18][C@H:17]([CH2:19][NH:20][C:21](=[O:23])[CH3:22])[O:16][C:15]3=[O:24])=[CH:10][C:9]=2[F:25])[CH2:4][CH2:3]1.[C-:26]#[N:27].[K+].[Cl-].[NH4+:30].O. The catalyst is C(O)(=O)C. The product is [NH2:30][C:2]1([C:26]#[N:27])[CH2:7][CH2:6][N:5]([C:8]2[CH:13]=[CH:12][C:11]([N:14]3[CH2:18][C@H:17]([CH2:19][NH:20][C:21](=[O:23])[CH3:22])[O:16][C:15]3=[O:24])=[CH:10][C:9]=2[F:25])[CH2:4][CH2:3]1. The yield is 0.650.